Dataset: NCI-60 drug combinations with 297,098 pairs across 59 cell lines. Task: Regression. Given two drug SMILES strings and cell line genomic features, predict the synergy score measuring deviation from expected non-interaction effect. (1) Drug 1: CN(C)C1=NC(=NC(=N1)N(C)C)N(C)C. Drug 2: COC1=C2C(=CC3=C1OC=C3)C=CC(=O)O2. Cell line: NCI-H226. Synergy scores: CSS=1.57, Synergy_ZIP=3.28, Synergy_Bliss=8.60, Synergy_Loewe=4.43, Synergy_HSA=4.90. (2) Synergy scores: CSS=-5.05, Synergy_ZIP=1.51, Synergy_Bliss=-1.41, Synergy_Loewe=-6.23, Synergy_HSA=-5.72. Cell line: TK-10. Drug 1: CCC1(CC2CC(C3=C(CCN(C2)C1)C4=CC=CC=C4N3)(C5=C(C=C6C(=C5)C78CCN9C7C(C=CC9)(C(C(C8N6C=O)(C(=O)OC)O)OC(=O)C)CC)OC)C(=O)OC)O.OS(=O)(=O)O. Drug 2: CC1CCC2CC(C(=CC=CC=CC(CC(C(=O)C(C(C(=CC(C(=O)CC(OC(=O)C3CCCCN3C(=O)C(=O)C1(O2)O)C(C)CC4CCC(C(C4)OC)O)C)C)O)OC)C)C)C)OC. (3) Drug 1: CCCS(=O)(=O)NC1=C(C(=C(C=C1)F)C(=O)C2=CNC3=C2C=C(C=N3)C4=CC=C(C=C4)Cl)F. Drug 2: CC1=C(C(CCC1)(C)C)C=CC(=CC=CC(=CC(=O)O)C)C. Cell line: HOP-92. Synergy scores: CSS=1.10, Synergy_ZIP=-2.65, Synergy_Bliss=-3.86, Synergy_Loewe=-1.44, Synergy_HSA=-4.89. (4) Drug 1: CC1=C(C(=CC=C1)Cl)NC(=O)C2=CN=C(S2)NC3=CC(=NC(=N3)C)N4CCN(CC4)CCO. Drug 2: C(=O)(N)NO. Cell line: NCI-H522. Synergy scores: CSS=25.9, Synergy_ZIP=-7.59, Synergy_Bliss=-0.479, Synergy_Loewe=-55.3, Synergy_HSA=0.0665. (5) Cell line: NCI-H226. Synergy scores: CSS=3.82, Synergy_ZIP=-1.62, Synergy_Bliss=-1.33, Synergy_Loewe=0.356, Synergy_HSA=-0.370. Drug 2: C#CCC(CC1=CN=C2C(=N1)C(=NC(=N2)N)N)C3=CC=C(C=C3)C(=O)NC(CCC(=O)O)C(=O)O. Drug 1: C1=CN(C=N1)CC(O)(P(=O)(O)O)P(=O)(O)O. (6) Drug 1: CC1=CC2C(CCC3(C2CCC3(C(=O)C)OC(=O)C)C)C4(C1=CC(=O)CC4)C. Drug 2: C(CCl)NC(=O)N(CCCl)N=O. Cell line: T-47D. Synergy scores: CSS=6.56, Synergy_ZIP=-2.38, Synergy_Bliss=-2.40, Synergy_Loewe=-5.22, Synergy_HSA=-4.55. (7) Drug 1: CS(=O)(=O)CCNCC1=CC=C(O1)C2=CC3=C(C=C2)N=CN=C3NC4=CC(=C(C=C4)OCC5=CC(=CC=C5)F)Cl. Drug 2: CCN(CC)CCCC(C)NC1=C2C=C(C=CC2=NC3=C1C=CC(=C3)Cl)OC. Cell line: SF-539. Synergy scores: CSS=16.5, Synergy_ZIP=-5.06, Synergy_Bliss=-1.72, Synergy_Loewe=-21.6, Synergy_HSA=-4.16. (8) Drug 1: C1=CC(=CC=C1CC(C(=O)O)N)N(CCCl)CCCl.Cl. Drug 2: CC1CCC2CC(C(=CC=CC=CC(CC(C(=O)C(C(C(=CC(C(=O)CC(OC(=O)C3CCCCN3C(=O)C(=O)C1(O2)O)C(C)CC4CCC(C(C4)OC)O)C)C)O)OC)C)C)C)OC. Cell line: CCRF-CEM. Synergy scores: CSS=52.2, Synergy_ZIP=-0.580, Synergy_Bliss=-0.146, Synergy_Loewe=-2.74, Synergy_HSA=1.09. (9) Drug 1: C1=NC2=C(N=C(N=C2N1C3C(C(C(O3)CO)O)O)F)N. Drug 2: C1CN(CCN1C(=O)CCBr)C(=O)CCBr. Cell line: HCT-15. Synergy scores: CSS=7.38, Synergy_ZIP=-3.87, Synergy_Bliss=-1.31, Synergy_Loewe=-10.2, Synergy_HSA=-1.76. (10) Drug 1: CC12CCC(CC1=CCC3C2CCC4(C3CC=C4C5=CN=CC=C5)C)O. Drug 2: CN(C)C1=NC(=NC(=N1)N(C)C)N(C)C. Cell line: SNB-19. Synergy scores: CSS=-11.6, Synergy_ZIP=-0.107, Synergy_Bliss=-8.66, Synergy_Loewe=-12.1, Synergy_HSA=-10.4.